Dataset: Catalyst prediction with 721,799 reactions and 888 catalyst types from USPTO. Task: Predict which catalyst facilitates the given reaction. (1) Reactant: [CH3:1][C:2]1[CH:7]=[CH:6][N:5]=[C:4]([NH:8][CH2:9][CH2:10][CH2:11][O:12][C:13]2[CH:14]=[CH:15][C:16]3[CH2:22][CH:21]([CH2:23][C:24]([O:26]CC)=[O:25])[C:20]4[CH:29]=[CH:30][CH:31]=[CH:32][C:19]=4[O:18][C:17]=3[CH:33]=2)[CH:3]=1.[OH-].[Na+].Cl. Product: [CH3:1][C:2]1[CH:7]=[CH:6][N:5]=[C:4]([NH:8][CH2:9][CH2:10][CH2:11][O:12][C:13]2[CH:14]=[CH:15][C:16]3[CH2:22][CH:21]([CH2:23][C:24]([OH:26])=[O:25])[C:20]4[CH:29]=[CH:30][CH:31]=[CH:32][C:19]=4[O:18][C:17]=3[CH:33]=2)[CH:3]=1. The catalyst class is: 14. (2) Reactant: [CH3:1][O:2][C:3]1[CH:4]=[C:5]([C:12]2[CH:13]=[CH:14][C:15]3[C:21](=[O:22])[NH:20][C:19]4[CH:23]=[C:24]([CH2:27][CH2:28][C:29]([OH:31])=[O:30])[CH:25]=[CH:26][C:18]=4[NH:17][C:16]=3[CH:32]=2)[CH:6]=[CH:7][C:8]=1[N+:9]([O-:11])=[O:10].O[NH:34][C:35](=[NH:37])[CH3:36].CC(C)N=C=NC(C)C. Product: [CH3:1][O:2][C:3]1[CH:4]=[C:5]([C:12]2[CH:13]=[CH:14][C:15]3[C:21](=[O:22])[NH:20][C:19]4[CH:23]=[C:24]([CH2:27][CH2:28][C:29]([O:31][NH:37][C:35](=[NH:34])[CH3:36])=[O:30])[CH:25]=[CH:26][C:18]=4[NH:17][C:16]=3[CH:32]=2)[CH:6]=[CH:7][C:8]=1[N+:9]([O-:11])=[O:10]. The catalyst class is: 85.